From a dataset of Full USPTO retrosynthesis dataset with 1.9M reactions from patents (1976-2016). Predict the reactants needed to synthesize the given product. Given the product [CH3:4][C:2]([CH2:3][C:5]([CH3:8])([CH3:7])[CH3:6])=[CH2:1].[CH3:3][C:2](=[CH2:1])[CH3:4], predict the reactants needed to synthesize it. The reactants are: [CH3:1][C:2](=[CH2:4])[CH3:3].[C:5](O)([CH3:8])([CH3:7])[CH3:6].